Dataset: Forward reaction prediction with 1.9M reactions from USPTO patents (1976-2016). Task: Predict the product of the given reaction. Given the reactants [Cl:1][S:2]([OH:5])(=O)=[O:3].P(Cl)(Cl)(Cl)(Cl)Cl.[P].[CH3:13][C:14]1[S:15][C:16]([C:19]2[CH:24]=[CH:23][C:22]([C:25]([F:28])([F:27])[F:26])=[CH:21][CH:20]=2)=[CH:17][CH:18]=1, predict the reaction product. The product is: [CH3:13][C:14]1([S:2]([Cl:1])(=[O:5])=[O:3])[CH2:18][CH:17]=[C:16]([C:19]2[CH:24]=[CH:23][C:22]([C:25]([F:27])([F:26])[F:28])=[CH:21][CH:20]=2)[S:15]1.